Predict the reaction yield, written as a fraction of the theoretical maximum amount of product (1.0 means a 100% yield; for example, 0.34 means a 34% yield). From a dataset of Reaction yield outcomes from USPTO patents with 853,638 reactions. (1) The reactants are [F:1][C:2]1[CH:7]=[C:6]([F:8])[CH:5]=[CH:4][C:3]=1[C@:9]([OH:25])([C@H:16]([C:18]1[C:23]([F:24])=[CH:22][N:21]=[CH:20][N:19]=1)[CH3:17])[CH2:10][N:11]1[CH:15]=[N:14][CH:13]=[N:12]1.N1C=NN=N1.C(N(C(C)C)[P:35]([O:44][CH2:45][C:46]1[CH:51]=[CH:50][CH:49]=[CH:48][CH:47]=1)[O:36][CH2:37][C:38]1[CH:43]=[CH:42][CH:41]=[CH:40][CH:39]=1)(C)C.ClC1C=C(C=CC=1)C(OO)=[O:60]. The catalyst is CN(C)C1C=CN=CC=1.C(Cl)Cl. The product is [P:35]([O:25][C@@:9]([C:3]1[CH:4]=[CH:5][C:6]([F:8])=[CH:7][C:2]=1[F:1])([C@H:16]([C:18]1[C:23]([F:24])=[CH:22][N:21]=[CH:20][N:19]=1)[CH3:17])[CH2:10][N:11]1[CH:15]=[N:14][CH:13]=[N:12]1)([O:36][CH2:37][C:38]1[CH:39]=[CH:40][CH:41]=[CH:42][CH:43]=1)([O:44][CH2:45][C:46]1[CH:47]=[CH:48][CH:49]=[CH:50][CH:51]=1)=[O:60]. The yield is 0.600. (2) The reactants are [CH2:1]([CH:11]([CH2:15][CH2:16][CH2:17][CH2:18][CH2:19][CH2:20][CH2:21][CH2:22][CH2:23][CH:24]=[CH2:25])[C:12]([OH:14])=[O:13])[CH2:2][CH2:3][CH2:4][CH2:5][CH2:6][CH2:7][CH2:8][CH:9]=[CH2:10].[C:26]([O-])([O-])=O.[K+].[K+].CI.Cl. The catalyst is C(OCC)(=O)C.CC(C)=O. The product is [CH2:1]([CH:11]([CH2:15][CH2:16][CH2:17][CH2:18][CH2:19][CH2:20][CH2:21][CH2:22][CH2:23][CH:24]=[CH2:25])[C:12]([O:14][CH3:26])=[O:13])[CH2:2][CH2:3][CH2:4][CH2:5][CH2:6][CH2:7][CH2:8][CH:9]=[CH2:10]. The yield is 1.00. (3) The reactants are [C:1]([O:5][C:6]([N:8]1[C:16]2[C:11](=[CH:12][C:13]([F:17])=[CH:14][CH:15]=2)[CH:10]=[C:9]1B(O)O)=[O:7])([CH3:4])([CH3:3])[CH3:2].[Cl:21][C:22]1[N:27]=[C:26](I)[C:25]([NH:29][C:30](=[O:36])[O:31][C:32]([CH3:35])([CH3:34])[CH3:33])=[CH:24][CH:23]=1.C([O-])([O-])=O.[Cs+].[Cs+]. The catalyst is O1CCOCC1.O. The product is [C:32]([O:31][C:30]([NH:29][C:25]1[C:26]([C:9]2[N:8]([C:6]([O:5][C:1]([CH3:4])([CH3:3])[CH3:2])=[O:7])[C:16]3[C:11]([CH:10]=2)=[CH:12][C:13]([F:17])=[CH:14][CH:15]=3)=[N:27][C:22]([Cl:21])=[CH:23][CH:24]=1)=[O:36])([CH3:35])([CH3:33])[CH3:34]. The yield is 0.754. (4) The reactants are [CH3:1][O:2][C:3]([NH:5][C@@H:6]([CH:10]([CH3:12])[CH3:11])[C:7](O)=[O:8])=[O:4].CN(C(ON1N=NC2C=CC=NC1=2)=[N+](C)C)C.F[P-](F)(F)(F)(F)F.Cl.Cl.[Br:39][C:40]1[CH:45]=[CH:44][C:43]([C:46]2[N:47]=[C:48]([C@@H:51]3[CH2:55][C@H:54]([CH3:56])[CH2:53][NH:52]3)[NH:49][CH:50]=2)=[CH:42][CH:41]=1.C(N(CC)C(C)C)(C)C. The catalyst is CC(N(C)C)=O.C(OCC)(=O)C. The product is [CH3:1][O:2][C:3](=[O:4])[NH:5][C@H:6]([C:7]([N:52]1[CH2:53][C@@H:54]([CH3:56])[CH2:55][C@H:51]1[C:48]1[NH:49][CH:50]=[C:46]([C:43]2[CH:44]=[CH:45][C:40]([Br:39])=[CH:41][CH:42]=2)[N:47]=1)=[O:8])[CH:10]([CH3:12])[CH3:11]. The yield is 0.660. (5) The reactants are [Br:1][C:2]1[CH:3]=[CH:4][C:5](=[O:13])[N:6]([CH:8]([CH3:12])[C:9](O)=[O:10])[CH:7]=1.CSC.B. The catalyst is C1COCC1. The product is [Br:1][C:2]1[CH:3]=[CH:4][C:5](=[O:13])[N:6]([CH:8]([CH3:12])[CH2:9][OH:10])[CH:7]=1. The yield is 0.789. (6) The reactants are [N+:1]([C:4]1[CH:5]=[N:6][CH:7]=[CH:8][C:9]=1[NH2:10])([O-:3])=[O:2].CC([O-])=O.[Na+].[Br:16]Br.C([O-])(O)=O.[Na+]. The catalyst is O.C(O)(=O)C. The product is [Br:16][C:8]1[CH:7]=[N:6][CH:5]=[C:4]([N+:1]([O-:3])=[O:2])[C:9]=1[NH2:10]. The yield is 0.770. (7) The reactants are Cl[C:2]1[N:6]2[CH:7]=[C:8]([F:11])[CH:9]=[CH:10][C:5]2=[N:4][N:3]=1.Cl.[OH:13][C@H:14]1[CH2:19][CH2:18][CH2:17][NH:16][CH2:15]1.CCN(C(C)C)C(C)C. The catalyst is CC(N(C)C)=O. The product is [F:11][C:8]1[CH:9]=[CH:10][C:5]2[N:6]([C:2]([N:16]3[CH2:17][CH2:18][CH2:19][C@H:14]([OH:13])[CH2:15]3)=[N:3][N:4]=2)[CH:7]=1. The yield is 0.380.